From a dataset of Catalyst prediction with 721,799 reactions and 888 catalyst types from USPTO. Predict which catalyst facilitates the given reaction. Reactant: [N+:1]([C:4]1[CH:9]=[CH:8][C:7]([CH2:10][C:11](=[O:17])C(OCC)=O)=[CH:6][CH:5]=1)([O-:3])=[O:2].[CH3:18][NH:19][CH2:20][CH2:21][NH2:22]. Product: [CH3:18][N:19]1[CH2:20][CH2:21][N:22]=[C:10]([C:7]2[CH:6]=[CH:5][C:4]([N+:1]([O-:3])=[O:2])=[CH:9][CH:8]=2)[C:11]1=[O:17]. The catalyst class is: 5.